This data is from Forward reaction prediction with 1.9M reactions from USPTO patents (1976-2016). The task is: Predict the product of the given reaction. The product is: [CH2:1]([O:3][C:4](=[O:17])[CH2:5][O:6][C:7]1[CH:12]=[CH:11][C:10]([S:13][C:23]2[CH:22]=[CH:21][C:20]([O:25][CH2:26][C:27]3[CH:32]=[CH:31][C:30]([C:33]([F:34])([F:36])[F:35])=[CH:29][CH:28]=3)=[C:19]([CH3:18])[CH:24]=2)=[CH:9][C:8]=1[CH2:14][CH2:15][CH3:16])[CH3:2]. Given the reactants [CH2:1]([O:3][C:4](=[O:17])[CH2:5][O:6][C:7]1[CH:12]=[CH:11][C:10]([SH:13])=[CH:9][C:8]=1[CH2:14][CH2:15][CH3:16])[CH3:2].[CH3:18][C:19]1[CH:24]=[CH:23][CH:22]=[CH:21][C:20]=1[O:25][CH2:26][C:27]1[CH:32]=[CH:31][C:30]([C:33]([F:36])([F:35])[F:34])=[CH:29][CH:28]=1.FC(F)(F)C(OI(C1C=CC=CC=1)OC(=O)C(F)(F)F)=O, predict the reaction product.